From a dataset of CYP2D6 inhibition data for predicting drug metabolism from PubChem BioAssay. Regression/Classification. Given a drug SMILES string, predict its absorption, distribution, metabolism, or excretion properties. Task type varies by dataset: regression for continuous measurements (e.g., permeability, clearance, half-life) or binary classification for categorical outcomes (e.g., BBB penetration, CYP inhibition). Dataset: cyp2d6_veith. (1) The drug is COC(=O)c1cc(NC(=O)/C=C/c2ccc3c(c2)OCO3)cc(C(=O)OC)c1. The result is 0 (non-inhibitor). (2) The molecule is C[S@@](=N)(=O)CC[C@@H](N)C(=O)O. The result is 0 (non-inhibitor). (3) The drug is CCOC(=O)C(C(=O)NCc1ccc(C)cc1)c1ncc(C(F)(F)F)cc1Cl. The result is 0 (non-inhibitor). (4) The drug is Cc1ccc(S(=O)(=O)c2cc(N3CCOCC3)nc(-c3ccccc3)n2)cc1. The result is 0 (non-inhibitor).